From a dataset of Forward reaction prediction with 1.9M reactions from USPTO patents (1976-2016). Predict the product of the given reaction. The product is: [CH2:10]([C:9]([OH:20])([C:14]#[C:15][CH2:16][CH2:17][CH2:18][CH3:19])[CH2:7][NH2:8])[CH:11]([CH3:13])[CH3:12]. Given the reactants [H-].[H-].[H-].[H-].[Li+].[Al+3].[C:7]([C:9]([O:20][Si](C)(C)C)([C:14]#[C:15][CH2:16][CH2:17][CH2:18][CH3:19])[CH2:10][CH:11]([CH3:13])[CH3:12])#[N:8].O.[OH-].[Na+], predict the reaction product.